This data is from Catalyst prediction with 721,799 reactions and 888 catalyst types from USPTO. The task is: Predict which catalyst facilitates the given reaction. (1) The catalyst class is: 6. Product: [C:1]1([CH:7]([O:9][CH2:10][C:11]2[O:15][N:14]=[C:13]([C:16]([OH:18])=[O:17])[CH:12]=2)[CH3:8])[CH:6]=[CH:5][CH:4]=[CH:3][CH:2]=1. Reactant: [C:1]1([CH:7]([O:9][CH2:10][C:11]2[O:15][N:14]=[C:13]([C:16]([O:18]CC)=[O:17])[CH:12]=2)[CH3:8])[CH:6]=[CH:5][CH:4]=[CH:3][CH:2]=1.C(O)C.[OH-].[K+]. (2) Reactant: [CH3:1][C:2]1[CH:6]=[C:5]([NH:7][C:8]2[CH:13]=[C:12](Cl)[N:11]=[C:10]([S:15][C:16]3[CH:21]=[CH:20][C:19]([NH:22][C:23]([CH:25]4[CH2:27][CH2:26]4)=[O:24])=[CH:18][C:17]=3[F:28])[N:9]=2)[NH:4][N:3]=1.Cl.C[CH2:31][N:32](C(C)C)[CH:33](C)C.[CH2:39]([OH:43])[CH2:40][CH2:41][CH3:42]. The catalyst class is: 25. Product: [CH3:1][C:2]1[CH:6]=[C:5]([NH:7][C:8]2[CH:13]=[C:12]([N:32]3[CH2:33][C:39]([CH:40]4[CH2:42][CH2:41]4)([OH:43])[CH2:31]3)[N:11]=[C:10]([S:15][C:16]3[CH:21]=[CH:20][C:19]([NH:22][C:23]([CH:25]4[CH2:27][CH2:26]4)=[O:24])=[CH:18][C:17]=3[F:28])[N:9]=2)[NH:4][N:3]=1.